Dataset: Reaction yield outcomes from USPTO patents with 853,638 reactions. Task: Predict the reaction yield, written as a fraction of the theoretical maximum amount of product (1.0 means a 100% yield; for example, 0.34 means a 34% yield). (1) The reactants are [NH2:1][C:2]1[C:10]2[C:9]([C:11]3[CH:19]=[C:18]([O:20]CC4C=CC=CC=4)[C:14]4[CH2:15][CH2:16][O:17][C:13]=4[CH:12]=3)=[N:8][CH:7]=[N:6][C:5]=2[S:4][C:3]=1[C:28]([NH2:30])=[O:29].C1(SC)C=CC=CC=1. The catalyst is FC(F)(F)C(O)=O. The product is [NH2:1][C:2]1[C:10]2[C:9]([C:11]3[CH:19]=[C:18]([OH:20])[C:14]4[CH2:15][CH2:16][O:17][C:13]=4[CH:12]=3)=[N:8][CH:7]=[N:6][C:5]=2[S:4][C:3]=1[C:28]([NH2:30])=[O:29]. The yield is 0.520. (2) The reactants are C(O[C:6]([N:8](C)[C:9]1[N:14]=[C:13]([CH2:15][CH2:16][CH2:17][C:18]2[N:23]=[CH:22][C:21]([CH2:24][C@@H:25]([C:37]([O:39]C(C)(C)C)=[O:38])[NH:26][C:27]([C:29]3[C:34]([Cl:35])=[CH:33][CH:32]=[CH:31][C:30]=3[Cl:36])=[O:28])=[CH:20][CH:19]=2)[CH:12]=[CH:11][CH:10]=1)=O)(C)(C)C. The catalyst is C(O)(C(F)(F)F)=O. The product is [Cl:35][C:34]1[CH:33]=[CH:32][CH:31]=[C:30]([Cl:36])[C:29]=1[C:27]([NH:26][C@H:25]([C:37]([OH:39])=[O:38])[CH2:24][C:21]1[CH:22]=[N:23][C:18]([CH2:17][CH2:16][CH2:15][C:13]2[CH:12]=[CH:11][CH:10]=[C:9]([NH:8][CH3:6])[N:14]=2)=[CH:19][CH:20]=1)=[O:28]. The yield is 0.740. (3) The reactants are FC(F)(F)C(O)=O.[NH2:8][C@@H:9]([CH3:44])[C:10]([NH:12][C@@H:13]([CH2:37][C:38]1[CH:43]=[CH:42][CH:41]=[CH:40][CH:39]=1)[C:14]([NH:16][C@@H:17]([CH2:30][C:31]1[CH:36]=[CH:35][CH:34]=[CH:33][CH:32]=1)[C:18](=[O:29])[C:19]([NH:21][CH2:22][C:23]1[CH:28]=[CH:27][CH:26]=[CH:25][CH:24]=1)=[O:20])=[O:15])=[O:11].[CH3:45][N:46]1[C:50]([C:51](O)=[O:52])=[CH:49][C:48]([C:54]([F:57])([F:56])[F:55])=[N:47]1.CN(C(ON1N=NC2C=CC=NC1=2)=[N+](C)C)C.F[P-](F)(F)(F)(F)F.C(N(CC)C(C)C)(C)C. The catalyst is CN(C=O)C. The product is [CH2:30]([C@H:17]([NH:16][C:14]([C@@H:13]([NH:12][C:10]([C@@H:9]([NH:8][C:51]([C:50]1[N:46]([CH3:45])[N:47]=[C:48]([C:54]([F:57])([F:55])[F:56])[CH:49]=1)=[O:52])[CH3:44])=[O:11])[CH2:37][C:38]1[CH:43]=[CH:42][CH:41]=[CH:40][CH:39]=1)=[O:15])[C:18]([C:19](=[O:20])[NH:21][CH2:22][C:23]1[CH:24]=[CH:25][CH:26]=[CH:27][CH:28]=1)=[O:29])[C:31]1[CH:36]=[CH:35][CH:34]=[CH:33][CH:32]=1. The yield is 0.490. (4) The reactants are [CH2:1]([N:5]1[C:13]2[N:12]=[CH:11][NH:10][C:9]=2[C:8](=O)[NH:7][C:6]1=[S:15])[CH:2]([CH3:4])[CH3:3].COC1C=CC(P2(SP(C3C=CC(OC)=CC=3)(=S)S2)=[S:25])=CC=1. The catalyst is C1(C)C=CC=CC=1. The product is [CH2:1]([N:5]1[C:13]2[N:12]=[CH:11][NH:10][C:9]=2[C:8](=[S:25])[NH:7][C:6]1=[S:15])[CH:2]([CH3:4])[CH3:3]. The yield is 0.730. (5) The reactants are [CH3:1][C:2]1[S:3][C:4]2[CH2:10][CH2:9][C:8]3=[C:11]([C:16]([O:18]CC)=[O:17])[S:12][C:13]([S:14][CH3:15])=[C:7]3[C:5]=2[N:6]=1.C(O)C.O1CCCC1.[OH-].[Na+]. The catalyst is O. The product is [CH3:1][C:2]1[S:3][C:4]2[CH2:10][CH2:9][C:8]3=[C:11]([C:16]([OH:18])=[O:17])[S:12][C:13]([S:14][CH3:15])=[C:7]3[C:5]=2[N:6]=1. The yield is 0.500. (6) The reactants are [CH2:1]([O:8][C:9]1[CH:22]=[CH:21][C:20]([Cl:23])=[CH:19][C:10]=1[CH:11]=[N:12][C:13]1[CH:14]=[N:15][CH:16]=[CH:17][CH:18]=1)[C:2]1[CH:7]=[CH:6][CH:5]=[CH:4][CH:3]=1.[H-].[Na+].[CH3:26][N:27](C=O)[CH3:28]. No catalyst specified. The product is [CH2:1]([O:8][C:9]1[CH:22]=[CH:21][C:20]([Cl:23])=[CH:19][C:10]=1[C:11]1[N:12]([C:13]2[CH:14]=[N:15][CH:16]=[CH:17][CH:18]=2)[CH:28]=[N:27][CH:26]=1)[C:2]1[CH:3]=[CH:4][CH:5]=[CH:6][CH:7]=1. The yield is 0.210. (7) The reactants are [CH3:1][O:2][C:3]1[CH:4]=[C:5]2[C:10](=[CH:11][C:12]=1[O:13][CH3:14])[NH:9][CH:8]=[CH:7][C:6]2=[O:15].Br[C:17]1[CH:22]=[CH:21][C:20]([N+:23]([O-:25])=[O:24])=[CH:19][N:18]=1.C(=O)([O-])[O-].[K+].[K+]. The catalyst is CN(C)C=O.C(OCC)(=O)C. The product is [CH3:1][O:2][C:3]1[CH:4]=[C:5]2[C:10](=[CH:11][C:12]=1[O:13][CH3:14])[N:9]=[CH:8][CH:7]=[C:6]2[O:15][C:17]1[CH:22]=[CH:21][C:20]([N+:23]([O-:25])=[O:24])=[CH:19][N:18]=1. The yield is 0.340.